This data is from Full USPTO retrosynthesis dataset with 1.9M reactions from patents (1976-2016). The task is: Predict the reactants needed to synthesize the given product. Given the product [Cl:1][C:2]1[CH:3]=[N:4][C:5]([N:24]2[CH2:28][CH2:27][CH:26]([CH2:29][O:30][C:31]3[CH:36]=[CH:35][CH:34]=[C:33]([F:37])[CH:32]=3)[CH2:25]2)=[C:6]([CH:23]=1)[C:7]([NH:9][C:10]1([C:13]2[CH:22]=[CH:21][C:16]([C:17]([OH:19])=[O:18])=[CH:15][CH:14]=2)[CH2:12][CH2:11]1)=[O:8], predict the reactants needed to synthesize it. The reactants are: [Cl:1][C:2]1[CH:3]=[N:4][C:5]([N:24]2[CH2:28][CH2:27][CH:26]([CH2:29][O:30][C:31]3[CH:36]=[CH:35][CH:34]=[C:33]([F:37])[CH:32]=3)[CH2:25]2)=[C:6]([CH:23]=1)[C:7]([NH:9][C:10]1([C:13]2[CH:22]=[CH:21][C:16]([C:17]([O:19]C)=[O:18])=[CH:15][CH:14]=2)[CH2:12][CH2:11]1)=[O:8].O1CCOCC1.O.[OH-].[Li+].